This data is from Catalyst prediction with 721,799 reactions and 888 catalyst types from USPTO. The task is: Predict which catalyst facilitates the given reaction. (1) Product: [F:1][C:2]([F:25])([C:6]([F:23])([F:24])[C:7]([F:21])([F:22])[C:8]([F:19])([F:20])[C:9]([F:17])([F:18])[C:10]([F:15])([F:16])[C:11]([F:14])([F:13])[F:12])[C:3]([O:5][CH3:26])=[O:4]. The catalyst class is: 6. Reactant: [F:1][C:2]([F:25])([C:6]([F:24])([F:23])[C:7]([F:22])([F:21])[C:8]([F:20])([F:19])[C:9]([F:18])([F:17])[C:10]([F:16])([F:15])[C:11]([F:14])([F:13])[F:12])[C:3]([OH:5])=[O:4].[CH3:26]O.S(=O)(=O)(O)O. (2) Reactant: [C:1]1([CH3:34])[CH:6]=[CH:5][C:4]([C:7]2[C:20]3[C:11](=[CH:12][C:13]4[C:18]([CH:19]=3)=[C:17]([C:21]3[CH:31]=[CH:30][C:24]([C:25]([O:27]CC)=[O:26])=[CH:23][CH:22]=3)[CH:16]=[CH:15][CH:14]=4)[C:10]([CH3:33])([CH3:32])[CH2:9][CH:8]=2)=[CH:3][CH:2]=1.CO.[Li+].[OH-].Cl. Product: [C:1]1([CH3:34])[CH:2]=[CH:3][C:4]([C:7]2[C:20]3[C:11](=[CH:12][C:13]4[C:18]([CH:19]=3)=[C:17]([C:21]3[CH:22]=[CH:23][C:24]([C:25]([OH:27])=[O:26])=[CH:30][CH:31]=3)[CH:16]=[CH:15][CH:14]=4)[C:10]([CH3:32])([CH3:33])[CH2:9][CH:8]=2)=[CH:5][CH:6]=1. The catalyst class is: 116. (3) Reactant: Cl[CH2:2][C:3]1[NH:4][CH:5]=[C:6]([CH3:8])[N:7]=1.[C-:9]#[N:10].[K+]. Product: [CH3:8][C:6]1[N:7]=[C:3]([CH2:2][C:9]#[N:10])[NH:4][CH:5]=1. The catalyst class is: 8. (4) The catalyst class is: 107. Reactant: [CH3:1][C:2]1[C:3]([C:17]#[N:18])=[C:4]2[N:9]([C:10]=1[C:11]1[CH:12]=[N:13][CH:14]=[CH:15][CH:16]=1)[CH:8]=[CH:7][CH:6]=[CH:5]2.[OH-:19].[K+]. Product: [CH3:1][C:2]1[C:3]([C:17]([NH2:18])=[O:19])=[C:4]2[N:9]([C:10]=1[C:11]1[CH:12]=[N:13][CH:14]=[CH:15][CH:16]=1)[CH:8]=[CH:7][CH:6]=[CH:5]2. (5) Reactant: [CH3:1][C:2]1[NH:3][C:4]2[C:9]([CH:10]=1)=[CH:8][C:7]([C:11]1[C:20]([N:21]3[CH2:26][CH2:25][N:24]([C:27]4[CH:32]=[CH:31][CH:30]=[CH:29][N:28]=4)[CH2:23][C@@H:22]3[CH3:33])=[N:19][C:18]3[C:13](=[CH:14][CH:15]=[C:16]([C:34]([O:36]C)=[O:35])[CH:17]=3)[N:12]=1)=[CH:6][CH:5]=2.[OH-].[Na+].O. Product: [CH3:1][C:2]1[NH:3][C:4]2[C:9]([CH:10]=1)=[CH:8][C:7]([C:11]1[C:20]([N:21]3[CH2:26][CH2:25][N:24]([C:27]4[CH:32]=[CH:31][CH:30]=[CH:29][N:28]=4)[CH2:23][C@@H:22]3[CH3:33])=[N:19][C:18]3[C:13](=[CH:14][CH:15]=[C:16]([C:34]([OH:36])=[O:35])[CH:17]=3)[N:12]=1)=[CH:6][CH:5]=2. The catalyst class is: 5. (6) Reactant: [Si:1]([N:8]1[C:11](=[O:12])[C@H:10]([CH2:13][CH2:14][CH2:15][CH:16]=[O:17])[C@H:9]1[C:18]([O:20][CH2:21][C:22]1[CH:27]=[CH:26][CH:25]=[CH:24][CH:23]=1)=[O:19])([C:4]([CH3:7])([CH3:6])[CH3:5])([CH3:3])[CH3:2].[Br-:28].[Br-].[Br-].C([N+](CCCC)(CCCC)CCCC)CCC.C([N+](CCCC)(CCCC)CCCC)CCC.C([N+](CCCC)(CCCC)CCCC)CCC. Product: [Br:28][CH:15]([CH:16]=[O:17])[CH2:14][CH2:13][C@H:10]1[C:11](=[O:12])[N:8]([Si:1]([C:4]([CH3:7])([CH3:6])[CH3:5])([CH3:3])[CH3:2])[C@@H:9]1[C:18]([O:20][CH2:21][C:22]1[CH:23]=[CH:24][CH:25]=[CH:26][CH:27]=1)=[O:19]. The catalyst class is: 10. (7) Reactant: [NH2:1][C:2]1[CH:23]=[CH:22][C:5]([O:6][C:7]2[CH:8]=[CH:9][C:10]3[N:11]([CH:13]=[C:14]([NH:16][C:17]([CH:19]4[CH2:21][CH2:20]4)=[O:18])[N:15]=3)[CH:12]=2)=[C:4]([F:24])[CH:3]=1.[F:25][C:26]1[CH:31]=[CH:30][C:29]([N:32]2[C:37]([CH3:38])=[CH:36][CH:35]=[C:34]([C:39](O)=[O:40])[C:33]2=[O:42])=[CH:28][C:27]=1[CH3:43].CN(C(ON1N=NC2C=CC=NC1=2)=[N+](C)C)C.F[P-](F)(F)(F)(F)F.C(N(CC)C(C)C)(C)C.C(=O)([O-])O.[Na+]. Product: [CH:19]1([C:17]([NH:16][C:14]2[N:15]=[C:10]3[CH:9]=[CH:8][C:7]([O:6][C:5]4[CH:22]=[CH:23][C:2]([NH:1][C:39]([C:34]5[C:33](=[O:42])[N:32]([C:29]6[CH:30]=[CH:31][C:26]([F:25])=[C:27]([CH3:43])[CH:28]=6)[C:37]([CH3:38])=[CH:36][CH:35]=5)=[O:40])=[CH:3][C:4]=4[F:24])=[CH:12][N:11]3[CH:13]=2)=[O:18])[CH2:21][CH2:20]1. The catalyst class is: 348. (8) Reactant: C(OC([N:11]1[C:16](=[O:17])[CH2:15][CH2:14][C:13]([NH2:19])([CH3:18])[C:12]1=[O:20])=O)C1C=CC=CC=1.[ClH:21].[H][H].O. Product: [ClH:21].[NH2:19][C:13]1([CH3:18])[CH2:14][CH2:15][C:16](=[O:17])[NH:11][C:12]1=[O:20]. The catalyst class is: 29. (9) Reactant: [N:1]1([C:7]2[CH:12]=[CH:11][C:10]([NH:13][C:14]([C:16]3[CH2:21][CH2:20][CH2:19][CH2:18][C:17]=3[C:22]3[CH:27]=[CH:26][C:25]([C:28]([F:31])([F:30])[F:29])=[CH:24][CH:23]=3)=[O:15])=[CH:9][CH:8]=2)[CH2:6][CH2:5][NH:4][CH2:3][CH2:2]1.C(N(CC)CC)C.[C:39]([C:41]1[CH:42]=[C:43]([CH:47]=[CH:48][CH:49]=1)[C:44](Cl)=[O:45])#[N:40].O. Product: [C:39]([C:41]1[CH:42]=[C:43]([CH:47]=[CH:48][CH:49]=1)[C:44]([N:4]1[CH2:5][CH2:6][N:1]([C:7]2[CH:8]=[CH:9][C:10]([NH:13][C:14]([C:16]3[CH2:21][CH2:20][CH2:19][CH2:18][C:17]=3[C:22]3[CH:23]=[CH:24][C:25]([C:28]([F:29])([F:31])[F:30])=[CH:26][CH:27]=3)=[O:15])=[CH:11][CH:12]=2)[CH2:2][CH2:3]1)=[O:45])#[N:40]. The catalyst class is: 4.